From a dataset of Catalyst prediction with 721,799 reactions and 888 catalyst types from USPTO. Predict which catalyst facilitates the given reaction. Reactant: [Br:1][C:2]1[CH:14]=[CH:13][C:12]2[C:11]3[C:6](=[CH:7][C:8]([Br:15])=[CH:9][CH:10]=3)[CH2:5][C:4]=2[CH:3]=1.C([Li])CCC.[CH2:21](Br)[CH2:22][CH2:23][CH2:24][CH2:25][CH3:26].Cl. Product: [Br:1][C:2]1[CH:14]=[CH:13][C:12]2[C:11]3[C:6](=[CH:7][C:8]([Br:15])=[CH:9][CH:10]=3)[CH:5]([CH2:21][CH2:22][CH2:23][CH2:24][CH2:25][CH3:26])[C:4]=2[CH:3]=1. The catalyst class is: 1.